From a dataset of Clinical trial toxicity outcomes and FDA approval status for drugs. Regression/Classification. Given a drug SMILES string, predict its toxicity properties. Task type varies by dataset: regression for continuous values (e.g., LD50, hERG inhibition percentage) or binary classification for toxic/non-toxic outcomes (e.g., AMES mutagenicity, cardiotoxicity, hepatotoxicity). Dataset: clintox. (1) The molecule is C=CC1=C(C(=O)[O-])N2C(=O)[C@@H](NC(=O)/C(=N\OCC(=O)[O-])c3csc(N)n3)[C@H]2SC1. The result is 0 (passed clinical trial). (2) The molecule is [H]/[NH+]=C(\N)c1ccc(OCCCCCOc2ccc(/C(N)=[NH+]/[H])cc2)cc1. The result is 0 (passed clinical trial). (3) The compound is CC(C)(Sc1cc(C(C)(C)C)c(O)c(C(C)(C)C)c1)Sc1cc(C(C)(C)C)c(O)c(C(C)(C)C)c1. The result is 0 (passed clinical trial). (4) The drug is Fc1ccc([C@@H]2CC[NH2+]C[C@H]2COc2ccc3c(c2)OCO3)cc1. The result is 0 (passed clinical trial). (5) The molecule is Clc1ccc(CSC(Cn2ccnc2)c2ccc(Cl)cc2Cl)cc1. The result is 0 (passed clinical trial).